This data is from Forward reaction prediction with 1.9M reactions from USPTO patents (1976-2016). The task is: Predict the product of the given reaction. (1) The product is: [CH3:1][O:2][C:3]1[CH:8]=[C:7]([CH2:9][CH2:10][C@@H:11]2[N:16]([C:17]([O:19][C:20]([CH3:23])([CH3:22])[CH3:21])=[O:18])[CH2:15][C@@H:14]([C:24]([O:26][CH3:27])=[O:25])[CH2:13][CH2:12]2)[C:6]([C:28]([O:30][CH3:31])=[O:29])=[CH:5][N:4]=1. Given the reactants [CH3:1][O:2][C:3]1[CH:8]=[C:7]([C:9]#[C:10][C@@H:11]2[N:16]([C:17]([O:19][C:20]([CH3:23])([CH3:22])[CH3:21])=[O:18])[CH2:15][C@@H:14]([C:24]([O:26][CH3:27])=[O:25])[CH2:13][CH2:12]2)[C:6]([C:28]([O:30][CH3:31])=[O:29])=[CH:5][N:4]=1, predict the reaction product. (2) Given the reactants [OH-].[Na+].C([N:6]([C:14]1[CH:19]=[C:18]([CH3:20])[C:17]([Br:21])=[C:16]([CH3:22])[CH:15]=1)[CH2:7][CH2:8][O:9]C(=O)CBr)(=O)C, predict the reaction product. The product is: [Br:21][C:17]1[C:18]([CH3:20])=[CH:19][C:14]([NH:6][CH2:7][CH2:8][OH:9])=[CH:15][C:16]=1[CH3:22]. (3) Given the reactants [OH:1][N:2]1[C:6](=[O:7])[C:5]2=[CH:8][CH:9]=[CH:10][CH:11]=[C:4]2[C:3]1=[O:12].CN1[CH2:18][CH2:17][CH2:16]C1=O.[C:20]([O-])([O-])=O.[K+].[K+].Br[CH2:27][C:28]([O:30]CCCC)=[O:29], predict the reaction product. The product is: [C:3]1(=[O:12])[N:2]([O:1][CH2:27][C:28]([O:30][C:17]([CH3:16])([CH3:18])[CH3:20])=[O:29])[C:6](=[O:7])[C:5]2=[CH:8][CH:9]=[CH:10][CH:11]=[C:4]12. (4) Given the reactants [Li].[Cl:2][C:3]1[CH:4]=[C:5]([C:10]([O-])=[CH:11][C:12](=O)[C:13]([O:15]CC)=[O:14])[CH:6]=[N:7][C:8]=1[F:9].ClC1C=C(C2N(C3C=CC=CN=3)N=C(C(O)=O)C=2)C=C(F)C=1.Cl.[Cl:43][C:44]1[CH:45]=[C:46]([NH:51][NH2:52])[CH:47]=[CH:48][C:49]=1[F:50], predict the reaction product. The product is: [Cl:43][C:44]1[CH:45]=[C:46]([N:51]2[C:10]([C:5]3[CH:6]=[N:7][C:8]([F:9])=[C:3]([Cl:2])[CH:4]=3)=[CH:11][C:12]([C:13]([OH:15])=[O:14])=[N:52]2)[CH:47]=[CH:48][C:49]=1[F:50]. (5) Given the reactants [CH:1]1([C:4]2[N:9]=[C:8]([C:10]([OH:12])=O)[C:7]([O:13][CH3:14])=[N:6][CH:5]=2)[CH2:3][CH2:2]1.[C:15]1([C:21]2[N:30]=[C:24]3[CH:25]=[CH:26][C:27]([NH2:29])=[CH:28][N:23]3[N:22]=2)[CH:20]=[CH:19][CH:18]=[CH:17][CH:16]=1.CCCP(=O)=O.C(OCC)(=O)C.C(N(CC)C(C)C)(C)C, predict the reaction product. The product is: [CH:1]1([C:4]2[N:9]=[C:8]([C:10]([NH:29][C:27]3[CH:26]=[CH:25][C:24]4[N:23]([N:22]=[C:21]([C:15]5[CH:20]=[CH:19][CH:18]=[CH:17][CH:16]=5)[N:30]=4)[CH:28]=3)=[O:12])[C:7]([O:13][CH3:14])=[N:6][CH:5]=2)[CH2:2][CH2:3]1. (6) Given the reactants [H-].[Na+].[NH:3]1[CH:7]=[CH:6][CH:5]=[N:4]1.[Br:8][C:9]1[CH:10]=[C:11](F)[C:12]([N+:16]([O-:18])=[O:17])=[C:13]([F:15])[CH:14]=1, predict the reaction product. The product is: [Br:8][C:9]1[CH:14]=[C:13]([F:15])[C:12]([N+:16]([O-:18])=[O:17])=[C:11]([N:3]2[CH:7]=[CH:6][CH:5]=[N:4]2)[CH:10]=1.